The task is: Predict the product of the given reaction.. This data is from Forward reaction prediction with 1.9M reactions from USPTO patents (1976-2016). (1) Given the reactants [NH:1]1[C:9]2[C:4](=[CH:5][CH:6]=[CH:7][N:8]=2)[CH:3]=[CH:2]1.[Cl:10][CH2:11][C:12](Cl)=[O:13].[Cl-].[Al+3].[Cl-].[Cl-], predict the reaction product. The product is: [Cl:10][CH2:11][C:12]([C:3]1[C:4]2[C:9](=[N:8][CH:7]=[CH:6][CH:5]=2)[NH:1][CH:2]=1)=[O:13]. (2) Given the reactants [CH3:1][O:2][CH2:3][CH2:4][O:5][C:6]1[CH:7]=[C:8]([CH:32]=[CH:33][CH:34]=1)[O:9][CH2:10][CH2:11][O:12][C:13]1[C:14]([N:19]2[CH2:24][CH2:23][N:22](C(OC(C)(C)C)=O)[CH2:21][CH2:20]2)=[N:15][CH:16]=[CH:17][N:18]=1, predict the reaction product. The product is: [CH3:1][O:2][CH2:3][CH2:4][O:5][C:6]1[CH:7]=[C:8]([CH:32]=[CH:33][CH:34]=1)[O:9][CH2:10][CH2:11][O:12][C:13]1[C:14]([N:19]2[CH2:24][CH2:23][NH:22][CH2:21][CH2:20]2)=[N:15][CH:16]=[CH:17][N:18]=1. (3) The product is: [CH2:6]([C:3]1([OH:5])[CH2:4][O:1][CH2:2]1)[CH2:7][CH2:8][CH3:9]. Given the reactants [O:1]1[CH2:4][C:3](=[O:5])[CH2:2]1.[CH2:6]([Li])[CH2:7][CH2:8][CH3:9].CCCCCC, predict the reaction product. (4) Given the reactants [N+:1]([C:4]1[C:12]2[S:11][C:10](N)=[N:9][C:8]=2[CH:7]=[CH:6][CH:5]=1)([O-:3])=[O:2].[BrH:14].BrBr.N([O-])=O.[Na+].[OH-].[Na+], predict the reaction product. The product is: [Br:14][C:10]1[S:11][C:12]2[C:4]([N+:1]([O-:3])=[O:2])=[CH:5][CH:6]=[CH:7][C:8]=2[N:9]=1.